From a dataset of Catalyst prediction with 721,799 reactions and 888 catalyst types from USPTO. Predict which catalyst facilitates the given reaction. (1) Product: [CH2:19]([O:18][C:14](=[O:17])[CH2:15][CH2:16][N:4]1[CH2:5][CH2:6][CH2:7][C@H:3]1[CH3:2])[CH3:20]. Reactant: Cl.[CH3:2][C@@H:3]1[CH2:7][CH2:6][CH2:5][NH:4]1.C([O-])([O-])=O.[K+].[K+].[C:14]([O:18][CH2:19][CH3:20])(=[O:17])[CH:15]=[CH2:16].CCO. The catalyst class is: 23. (2) Reactant: [NH:1]1[CH:5]=[N:4][CH:3]=[N:2]1.S(Cl)(Cl)=O.[CH3:10][O:11][C:12]1[CH:17]=[CH:16][C:15]([CH:18]2[CH2:27][CH:26](O)[C:25]3[C:20](=[CH:21][CH:22]=[CH:23][CH:24]=3)[NH:19]2)=[CH:14][CH:13]=1. Product: [CH3:10][O:11][C:12]1[CH:13]=[CH:14][C:15]([CH:18]2[CH2:27][CH:26]([N:1]3[CH:5]=[N:4][CH:3]=[N:2]3)[C:25]3[C:20](=[CH:21][CH:22]=[CH:23][CH:24]=3)[NH:19]2)=[CH:16][CH:17]=1. The catalyst class is: 10. (3) Reactant: [CH2:1]([C:8]1[S:12][C:11](Cl)=[N:10][C:9]=1[C:14]1[CH:19]=[CH:18][C:17]([O:20][CH3:21])=[CH:16][CH:15]=1)[C:2]1[CH:7]=[CH:6][CH:5]=[CH:4][CH:3]=1.O[Li].O.[NH:25]1[CH2:30][CH2:29][NH:28][CH2:27][CH2:26]1.CN(C=O)C. Product: [CH2:1]([C:8]1[S:12][C:11]([N:25]2[CH2:30][CH2:29][NH:28][CH2:27][CH2:26]2)=[N:10][C:9]=1[C:14]1[CH:19]=[CH:18][C:17]([O:20][CH3:21])=[CH:16][CH:15]=1)[C:2]1[CH:7]=[CH:6][CH:5]=[CH:4][CH:3]=1. The catalyst class is: 6. (4) Reactant: [C:1]([Si:5](Cl)([C:12]1[CH:17]=[CH:16][CH:15]=[CH:14][CH:13]=1)[C:6]1[CH:11]=[CH:10][CH:9]=[CH:8][CH:7]=1)([CH3:4])([CH3:3])[CH3:2].[OH:19][C@H:20]([CH3:39])[C@H:21]([NH:31][C:32](=[O:38])[O:33][C:34]([CH3:37])([CH3:36])[CH3:35])[C:22]1[CH:27]=[C:26]([F:28])[C:25]([F:29])=[C:24]([F:30])[CH:23]=1.N1C=CN=C1.C(OCC)(=O)C. Product: [Si:5]([O:19][C@H:20]([CH3:39])[C@H:21]([NH:31][C:32](=[O:38])[O:33][C:34]([CH3:36])([CH3:35])[CH3:37])[C:22]1[CH:27]=[C:26]([F:28])[C:25]([F:29])=[C:24]([F:30])[CH:23]=1)([C:1]([CH3:4])([CH3:3])[CH3:2])([C:12]1[CH:17]=[CH:16][CH:15]=[CH:14][CH:13]=1)[C:6]1[CH:11]=[CH:10][CH:9]=[CH:8][CH:7]=1. The catalyst class is: 3. (5) Reactant: [C:1]([O:5][C:6]([NH:8][C@H:9]([C:12]([OH:14])=[O:13])[CH2:10][SH:11])=[O:7])([CH3:4])([CH3:3])[CH3:2].Br[CH2:16][C:17]([O:19][CH2:20][C:21]1[CH:26]=[CH:25][CH:24]=[CH:23][CH:22]=1)=[O:18].C(N(CC)CC)C. Product: [CH2:20]([O:19][C:17]([CH2:16][S:11][CH2:10][C@@H:9]([C:12]([OH:14])=[O:13])[NH:8][C:6]([O:5][C:1]([CH3:4])([CH3:2])[CH3:3])=[O:7])=[O:18])[C:21]1[CH:26]=[CH:25][CH:24]=[CH:23][CH:22]=1. The catalyst class is: 56. (6) Reactant: [C:1]([C:3]1[CH:8]=[CH:7][CH:6]=[CH:5][C:4]=1[C:9]1[CH:14]=[CH:13][C:12]([CH2:15][C:16]2[C:17](=[O:44])[N:18]([C@H:28]3[CH2:33][CH2:32][C@H:31]([O:34][CH:35]([CH2:41][CH2:42][OH:43])[C:36]([O:38][CH2:39][CH3:40])=[O:37])[CH2:30][CH2:29]3)[C:19]3[N:20]([N:25]=[CH:26][N:27]=3)[C:21]=2[CH2:22][CH2:23][CH3:24])=[C:11]([F:45])[CH:10]=1)#[N:2].[CH3:46][C:47]1[CH:52]=[CH:51][C:50]([S:53](Cl)(=[O:55])=[O:54])=[CH:49][CH:48]=1.Cl. Product: [C:1]([C:3]1[CH:8]=[CH:7][CH:6]=[CH:5][C:4]=1[C:9]1[CH:14]=[CH:13][C:12]([CH2:15][C:16]2[C:17](=[O:44])[N:18]([C@H:28]3[CH2:33][CH2:32][C@H:31]([O:34][CH:35]([CH2:41][CH2:42][O:43][S:53]([C:50]4[CH:51]=[CH:52][C:47]([CH3:46])=[CH:48][CH:49]=4)(=[O:55])=[O:54])[C:36]([O:38][CH2:39][CH3:40])=[O:37])[CH2:30][CH2:29]3)[C:19]3[N:20]([N:25]=[CH:26][N:27]=3)[C:21]=2[CH2:22][CH2:23][CH3:24])=[C:11]([F:45])[CH:10]=1)#[N:2]. The catalyst class is: 17. (7) Reactant: CS(O[CH2:6][C@H:7]1[CH2:12][CH2:11][C@H:10]([O:13][C@@H:14]([C:16]2[CH:21]=[C:20]([C:22]([F:25])([F:24])[F:23])[CH:19]=[C:18]([C:26]([F:29])([F:28])[F:27])[CH:17]=2)[CH3:15])[C@@H:9]([C:30]2[CH:35]=[CH:34][C:33]([F:36])=[CH:32][CH:31]=2)[C@@H:8]1[CH2:37]OS(C)(=O)=O)(=O)=O.[CH2:43]([NH2:50])[C:44]1[CH:49]=[CH:48][CH:47]=[CH:46][CH:45]=1. Product: [CH2:43]([N:50]1[CH2:37][C@@H:8]2[C@H:7]([CH2:12][CH2:11][C@H:10]([O:13][C@@H:14]([C:16]3[CH:21]=[C:20]([C:22]([F:23])([F:24])[F:25])[CH:19]=[C:18]([C:26]([F:28])([F:27])[F:29])[CH:17]=3)[CH3:15])[C@H:9]2[C:30]2[CH:35]=[CH:34][C:33]([F:36])=[CH:32][CH:31]=2)[CH2:6]1)[C:44]1[CH:49]=[CH:48][CH:47]=[CH:46][CH:45]=1. The catalyst class is: 8.